This data is from Reaction yield outcomes from USPTO patents with 853,638 reactions. The task is: Predict the reaction yield, written as a fraction of the theoretical maximum amount of product (1.0 means a 100% yield; for example, 0.34 means a 34% yield). (1) The reactants are [CH3:1][C@H:2]1[NH:13][C:12](=[O:14])[CH2:11][CH2:10][CH:9]=[CH:8][CH2:7][C@@H:6]([CH3:15])[C:5](=[O:16])[O:4][CH2:3]1. The catalyst is C1COCC1.[Pd]. The product is [CH3:1][C@H:2]1[NH:13][C:12](=[O:14])[CH2:11][CH2:10][CH2:9][CH2:8][CH2:7][C@@H:6]([CH3:15])[C:5](=[O:16])[O:4][CH2:3]1. The yield is 0.970. (2) The reactants are [OH:1][C:2]1[CH:11]=[CH:10][C:5]2[C:6](=[O:9])[CH2:7][O:8][C:4]=2[CH:3]=1.[NH:12]1[CH2:17][CH2:16][O:15][CH2:14][CH2:13]1.[CH2:18]=O. The catalyst is C(O)C. The product is [OH:1][C:2]1[CH:11]=[CH:10][C:5]2[C:6](=[O:9])[CH2:7][O:8][C:4]=2[C:3]=1[CH2:18][N:12]1[CH2:17][CH2:16][O:15][CH2:14][CH2:13]1. The yield is 0.400. (3) The reactants are [Cl:1][C:2]1[C:7]([CH2:8][C:9]([O:11]C)=[O:10])=[C:6]([N:13]([CH3:15])[CH3:14])[N:5]=[C:4]([CH2:16][C:17]2[CH:22]=[CH:21][C:20]([N:23]([C:25](=[O:33])[C:26]3[CH:31]=[CH:30][C:29]([Cl:32])=[CH:28][CH:27]=3)[CH3:24])=[CH:19][CH:18]=2)[N:3]=1.[OH-].[Na+].CCOCC.Cl. The catalyst is C1COCC1. The product is [Cl:1][C:2]1[C:7]([CH2:8][C:9]([OH:11])=[O:10])=[C:6]([N:13]([CH3:14])[CH3:15])[N:5]=[C:4]([CH2:16][C:17]2[CH:22]=[CH:21][C:20]([N:23]([C:25](=[O:33])[C:26]3[CH:31]=[CH:30][C:29]([Cl:32])=[CH:28][CH:27]=3)[CH3:24])=[CH:19][CH:18]=2)[N:3]=1. The yield is 0.270. (4) The reactants are Cl.[NH2:2][C@@H:3]1[C:11]2[C:6](=[C:7]([C:12]3[S:16][C:15]([C:17]4[CH:18]=[CH:19][C:20]([O:25][CH:26]([CH3:28])[CH3:27])=[C:21]([CH:24]=4)[C:22]#[N:23])=[N:14][N:13]=3)[CH:8]=[CH:9][CH:10]=2)[CH2:5][CH2:4]1.Cl[CH2:30][CH2:31][S:32](Cl)(=[O:34])=[O:33]. The catalyst is C(Cl)Cl. The product is [C:22]([C:21]1[CH:24]=[C:17]([C:15]2[S:16][C:12]([C:7]3[CH:8]=[CH:9][CH:10]=[C:11]4[C:6]=3[CH2:5][CH2:4][C@@H:3]4[NH:2][S:32]([CH:31]=[CH2:30])(=[O:34])=[O:33])=[N:13][N:14]=2)[CH:18]=[CH:19][C:20]=1[O:25][CH:26]([CH3:28])[CH3:27])#[N:23]. The yield is 0.660. (5) The reactants are [F:1][C:2]1[CH:7]=[CH:6][C:5]([C:8]2[C:12]([C:13]3[N:14]=[CH:15][NH:16][CH:17]=3)=[C:11]([C:18]([F:21])([F:20])[F:19])[O:10][N:9]=2)=[CH:4][CH:3]=1.Cl[C:23]1[CH:32]=[CH:31][C:26]([C:27]([O:29][CH3:30])=[O:28])=[CH:25][N:24]=1. No catalyst specified. The product is [CH3:30][O:29][C:27](=[O:28])[C:26]1[CH:31]=[CH:32][C:23]([N:16]2[CH:17]=[C:13]([C:12]3[C:8]([C:5]4[CH:6]=[CH:7][C:2]([F:1])=[CH:3][CH:4]=4)=[N:9][O:10][C:11]=3[C:18]([F:21])([F:19])[F:20])[N:14]=[CH:15]2)=[N:24][CH:25]=1. The yield is 0.710.